Dataset: Retrosynthesis with 50K atom-mapped reactions and 10 reaction types from USPTO. Task: Predict the reactants needed to synthesize the given product. Given the product Cc1cccc(-n2nnn(C)c2=O)c1COc1ccn(-c2cccc(Br)c2)n1, predict the reactants needed to synthesize it. The reactants are: Cc1cccc(-n2nnn(C)c2=O)c1CBr.Oc1ccn(-c2cccc(Br)c2)n1.